This data is from Forward reaction prediction with 1.9M reactions from USPTO patents (1976-2016). The task is: Predict the product of the given reaction. (1) Given the reactants [CH2:1]1[C:9]2[C:4](=[CH:5][C:6]([CH2:10][C:11]([NH:13][CH:14]([B:27]3[O:35][CH:34]4[C:29]([CH3:39])([CH:30]5[CH2:36][CH:32]([CH2:33]4)[C:31]5([CH3:38])[CH3:37])[O:28]3)[CH2:15][C:16]3[C:17]([O:25][CH3:26])=[C:18]([CH:22]=[CH:23][CH:24]=3)[C:19]([OH:21])=[O:20])=[O:12])=[CH:7][CH:8]=2)[CH2:3][NH:2]1.[C:40]([NH:47][CH2:48][CH:49]=O)([O:42][C:43]([CH3:46])([CH3:45])[CH3:44])=[O:41], predict the reaction product. The product is: [C:43]([O:42][C:40]([NH:47][CH2:48][CH2:49][N:2]1[CH2:3][C:4]2[C:9](=[CH:8][CH:7]=[C:6]([CH2:10][C:11]([NH:13][CH:14]([B:27]3[O:35][CH:34]4[C:29]([CH3:39])([CH:30]5[CH2:36][CH:32]([CH2:33]4)[C:31]5([CH3:38])[CH3:37])[O:28]3)[CH2:15][C:16]3[C:17]([O:25][CH3:26])=[C:18]([CH:22]=[CH:23][CH:24]=3)[C:19]([OH:21])=[O:20])=[O:12])[CH:5]=2)[CH2:1]1)=[O:41])([CH3:46])([CH3:45])[CH3:44]. (2) Given the reactants [OH:1][C:2]1[CH:11]=[C:10]2[C:5]([CH:6]=[CH:7][CH:8]=[N:9]2)=[CH:4][CH:3]=1.N1C=CC=CC=1.[S:18](O[S:18]([C:21]([F:24])([F:23])[F:22])(=[O:20])=[O:19])([C:21]([F:24])([F:23])[F:22])(=[O:20])=[O:19], predict the reaction product. The product is: [F:22][C:21]([F:24])([F:23])[S:18]([O:1][C:2]1[CH:11]=[C:10]2[C:5]([CH:6]=[CH:7][CH:8]=[N:9]2)=[CH:4][CH:3]=1)(=[O:20])=[O:19]. (3) The product is: [CH2:12]([CH:7]1[CH2:6][CH2:5][C:4]2[N:3]=[C:2]([C:28]3[CH2:29][CH2:30][C:26](=[O:25])[CH:27]=3)[CH:11]=[CH:10][C:9]=2[CH2:8]1)[CH2:13][CH2:14][CH2:15][CH2:16][CH3:17]. Given the reactants Br[C:2]1[CH:11]=[CH:10][C:9]2[CH2:8][CH:7]([CH2:12][CH2:13][CH2:14][CH2:15][CH2:16][CH3:17])[CH2:6][CH2:5][C:4]=2[N:3]=1.[Li]CCCC.C([O:25][C:26]1[CH2:30][CH2:29][C:28](=O)[CH:27]=1)C.[Cl-].[La+3].[Cl-].[Cl-], predict the reaction product. (4) Given the reactants C[O:2][C:3]([C:5]1[CH:14]=[C:13]2[C:8]([N:9]=[C:10]([NH:19][CH:20]([CH3:22])[CH3:21])[C:11]3[N:12]2[C:15](=[O:18])[NH:16][N:17]=3)=[CH:7][CH:6]=1)=O.[H-].[H-].[H-].[H-].[Li+].[Al+3], predict the reaction product. The product is: [OH:2][CH2:3][C:5]1[CH:14]=[C:13]2[C:8]([N:9]=[C:10]([NH:19][CH:20]([CH3:22])[CH3:21])[C:11]3[N:12]2[C:15](=[O:18])[NH:16][N:17]=3)=[CH:7][CH:6]=1. (5) The product is: [N+:8]([C:5]1[CH:6]=[CH:7][C:2]([N:18]2[CH2:17][CH2:16][N:15]3[CH2:23][CH2:22][CH2:21][C@@H:20]3[CH2:19]2)=[CH:3][C:4]=1[O:11][CH:12]([CH3:14])[CH3:13])([O-:10])=[O:9]. Given the reactants F[C:2]1[CH:7]=[CH:6][C:5]([N+:8]([O-:10])=[O:9])=[C:4]([O:11][CH:12]([CH3:14])[CH3:13])[CH:3]=1.[N:15]12[CH2:23][CH2:22][CH2:21][C@@H:20]1[CH2:19][NH:18][CH2:17][CH2:16]2.C(=O)([O-])[O-].[K+].[K+].O, predict the reaction product. (6) Given the reactants C([N:8]1[CH2:13][CH2:12][CH2:11][C:10](=[O:14])[CH2:9]1)(OC(C)(C)C)=O.[CH2:15](O)[CH2:16][OH:17].O.C1(C)C=CC(S(O)(=O)=O)=CC=1.C([O-])(O)=O.[Na+], predict the reaction product. The product is: [O:14]1[C:10]2([CH2:11][CH2:12][CH2:13][NH:8][CH2:9]2)[O:17][CH2:16][CH2:15]1.